This data is from NCI-60 drug combinations with 297,098 pairs across 59 cell lines. The task is: Regression. Given two drug SMILES strings and cell line genomic features, predict the synergy score measuring deviation from expected non-interaction effect. (1) Drug 1: C1CCC(C1)C(CC#N)N2C=C(C=N2)C3=C4C=CNC4=NC=N3. Drug 2: CC(CN1CC(=O)NC(=O)C1)N2CC(=O)NC(=O)C2. Cell line: A549. Synergy scores: CSS=43.2, Synergy_ZIP=0.239, Synergy_Bliss=1.16, Synergy_Loewe=0.325, Synergy_HSA=3.86. (2) Drug 1: C1=C(C(=O)NC(=O)N1)N(CCCl)CCCl. Drug 2: COC1=NC(=NC2=C1N=CN2C3C(C(C(O3)CO)O)O)N. Cell line: SK-MEL-5. Synergy scores: CSS=19.7, Synergy_ZIP=5.19, Synergy_Bliss=10.1, Synergy_Loewe=-0.360, Synergy_HSA=5.44. (3) Drug 1: CCCS(=O)(=O)NC1=C(C(=C(C=C1)F)C(=O)C2=CNC3=C2C=C(C=N3)C4=CC=C(C=C4)Cl)F. Drug 2: CC1=C2C(C(=O)C3(C(CC4C(C3C(C(C2(C)C)(CC1OC(=O)C(C(C5=CC=CC=C5)NC(=O)OC(C)(C)C)O)O)OC(=O)C6=CC=CC=C6)(CO4)OC(=O)C)O)C)O. Cell line: SR. Synergy scores: CSS=84.2, Synergy_ZIP=24.0, Synergy_Bliss=26.9, Synergy_Loewe=9.39, Synergy_HSA=27.7. (4) Cell line: MCF7. Drug 2: CN(CC1=CN=C2C(=N1)C(=NC(=N2)N)N)C3=CC=C(C=C3)C(=O)NC(CCC(=O)O)C(=O)O. Drug 1: CNC(=O)C1=CC=CC=C1SC2=CC3=C(C=C2)C(=NN3)C=CC4=CC=CC=N4. Synergy scores: CSS=18.5, Synergy_ZIP=-3.32, Synergy_Bliss=-5.03, Synergy_Loewe=-12.6, Synergy_HSA=-4.19.